This data is from Full USPTO retrosynthesis dataset with 1.9M reactions from patents (1976-2016). The task is: Predict the reactants needed to synthesize the given product. (1) Given the product [CH3:1][O:2][C:3]([C:5]1[N:6]=[C:7]([C:10]2[CH:15]=[CH:14][C:13]([N:16]3[CH2:17][CH2:18][N:19]([CH:22]([C:29](=[O:35])[N:30]([CH2:33][CH3:34])[CH2:31][CH3:32])[C:23]4[CH:28]=[CH:27][CH:26]=[CH:25][CH:24]=4)[CH2:20][CH2:21]3)=[C:12]([F:36])[CH:11]=2)[O:8][CH:9]=1)=[O:4], predict the reactants needed to synthesize it. The reactants are: [CH3:1][O:2][C:3]([CH:5]1[CH2:9][O:8][C:7]([C:10]2[CH:15]=[CH:14][C:13]([N:16]3[CH2:21][CH2:20][N:19]([CH:22]([C:29](=[O:35])[N:30]([CH2:33][CH3:34])[CH2:31][CH3:32])[C:23]4[CH:28]=[CH:27][CH:26]=[CH:25][CH:24]=4)[CH2:18][CH2:17]3)=[C:12]([F:36])[CH:11]=2)=[N:6]1)=[O:4].BrC(Cl)(Cl)Cl.C1CCN2C(=NCCC2)CC1. (2) Given the product [F:52][CH:26]([F:25])[C:27]1[CH:28]=[CH:29][C:30]([C:33]([F:50])([F:51])[N:34]2[CH2:38][CH2:37][N:36]([C:39]3[CH:40]=[C:41]([CH:46]=[CH:47][N:48]=3)[C:42]([NH:7][CH2:6][C:5]3[CH:23]=[CH:24][C:2]([F:1])=[CH:3][CH:4]=3)=[O:44])[C:35]2=[O:49])=[CH:31][CH:32]=1, predict the reactants needed to synthesize it. The reactants are: [F:1][C:2]1[CH:24]=[CH:23][C:5]([CH2:6][N:7]2CCN(C3C=C(C=CN=3)C(OC)=O)C2=O)=[CH:4][CH:3]=1.[F:25][CH:26]([F:52])[C:27]1[CH:32]=[CH:31][C:30]([C:33]([F:51])([F:50])[N:34]2[CH2:38][CH2:37][N:36]([C:39]3[CH:40]=[C:41]([CH:46]=[CH:47][N:48]=3)[C:42]([O:44]C)=O)[C:35]2=[O:49])=[CH:29][CH:28]=1.FC1C=CC(CN)=CC=1.